This data is from Full USPTO retrosynthesis dataset with 1.9M reactions from patents (1976-2016). The task is: Predict the reactants needed to synthesize the given product. (1) Given the product [F:24][C:23]([F:26])([F:25])[C:19]1[CH:18]=[C:17]([C:16]2[O:1][C:2]([CH2:3][N:4]3[CH:8]=[C:7]([C:9]([O:11][CH2:12][CH3:13])=[O:10])[CH:6]=[N:5]3)=[N:14][CH:15]=2)[CH:22]=[CH:21][CH:20]=1, predict the reactants needed to synthesize it. The reactants are: [O:1]=[C:2]([NH:14][CH2:15][C:16](=O)[C:17]1[CH:22]=[CH:21][CH:20]=[C:19]([C:23]([F:26])([F:25])[F:24])[CH:18]=1)[CH2:3][N:4]1[CH:8]=[C:7]([C:9]([O:11][CH2:12][CH3:13])=[O:10])[CH:6]=[N:5]1.O. (2) Given the product [Br:17][CH:2]1[C:11]2[C:6](=[CH:7][CH:8]=[CH:9][CH:10]=2)[CH:5]([C:12]([O:14][CH3:15])=[O:13])[CH2:4][CH2:3]1, predict the reactants needed to synthesize it. The reactants are: O[CH:2]1[C:11]2[C:6](=[CH:7][CH:8]=[CH:9][CH:10]=2)[CH:5]([C:12]([O:14][CH3:15])=[O:13])[CH2:4][CH2:3]1.P(Br)(Br)[Br:17]. (3) The reactants are: [F:1][C:2]([F:27])([F:26])[C:3]1[CH:25]=[CH:24][CH:23]=[CH:22][C:4]=1[C:5]([N:7]1[CH2:12][CH2:11][N:10]([C:13]2[S:14][C:15]([C:18](OC)=[O:19])=[CH:16][N:17]=2)[CH2:9][CH2:8]1)=[O:6].[H-].[H-].[H-].[H-].[Li+].[Al+3]. Given the product [F:27][C:2]([F:1])([F:26])[C:3]1[CH:25]=[CH:24][CH:23]=[CH:22][C:4]=1[C:5]([N:7]1[CH2:8][CH2:9][N:10]([C:13]2[S:14][C:15]([CH2:18][OH:19])=[CH:16][N:17]=2)[CH2:11][CH2:12]1)=[O:6], predict the reactants needed to synthesize it. (4) Given the product [CH3:35][C:23]1[CH:28]=[CH:27][C:26]([S:29]([NH:32][C:33](=[O:34])[O:22][CH2:21][CH2:20][C:17]2[CH:16]=[CH:15][C:14]([N:3]3[C:4]([CH3:13])=[C:5]([C:7]4[CH:12]=[CH:11][CH:10]=[CH:9][CH:8]=4)[N:6]=[C:2]3[NH2:1])=[CH:19][CH:18]=2)(=[O:31])=[O:30])=[CH:25][CH:24]=1, predict the reactants needed to synthesize it. The reactants are: [NH2:1][C:2]1[N:3]([C:14]2[CH:19]=[CH:18][C:17]([CH2:20][CH2:21][OH:22])=[CH:16][CH:15]=2)[C:4]([CH3:13])=[C:5]([C:7]2[CH:12]=[CH:11][CH:10]=[CH:9][CH:8]=2)[N:6]=1.[C:23]1([CH3:35])[CH:28]=[CH:27][C:26]([S:29]([N:32]=[C:33]=[O:34])(=[O:31])=[O:30])=[CH:25][CH:24]=1. (5) Given the product [CH2:8]([C:6]1[CH:5]=[CH:4][C:3]([O:10][CH3:11])=[C:2]([C:12]2[CH:17]=[CH:16][CH:15]=[CH:14][CH:13]=2)[CH:7]=1)[CH3:9], predict the reactants needed to synthesize it. The reactants are: Br[C:2]1[CH:7]=[C:6]([CH2:8][CH3:9])[CH:5]=[CH:4][C:3]=1[O:10][CH3:11].[C:12]1(B(O)O)[CH:17]=[CH:16][CH:15]=[CH:14][CH:13]=1.C(=O)([O-])[O-].[Na+].[Na+].